From a dataset of Reaction yield outcomes from USPTO patents with 853,638 reactions. Predict the reaction yield, written as a fraction of the theoretical maximum amount of product (1.0 means a 100% yield; for example, 0.34 means a 34% yield). (1) The reactants are [NH:1]1[C:5]2[CH:6]=[CH:7][C:8]([C:10]([OH:12])=O)=[CH:9][C:4]=2[N:3]=[CH:2]1.[F:13][C:14]1[C:27]2[CH2:26][CH2:25][C@H:24]3[C@@H:19]([CH2:20][CH2:21][CH2:22][NH:23]3)[C:18]=2[CH:17]=[C:16]([F:28])[CH:15]=1. The catalyst is C(Cl)Cl.CO. The product is [NH:1]1[C:5]2[CH:6]=[CH:7][C:8]([C:10]([N:23]3[C@@H:24]4[C@H:19]([C:18]5[CH:17]=[C:16]([F:28])[CH:15]=[C:14]([F:13])[C:27]=5[CH2:26][CH2:25]4)[CH2:20][CH2:21][CH2:22]3)=[O:12])=[CH:9][C:4]=2[N:3]=[CH:2]1. The yield is 0.700. (2) The reactants are [CH2:1]([NH:3][CH2:4][CH3:5])[CH3:2].Cl.Cl[CH:8]([C:13]1[C:14](=[O:22])[C:15]([OH:21])=[C:16]([CH2:19][CH3:20])[NH:17][CH:18]=1)[C:9]([F:12])([F:11])[F:10]. The catalyst is CC#N. The product is [CH2:1]([N:3]([CH2:4][CH3:5])[CH:8]([C:13]1[C:14](=[O:22])[C:15]([OH:21])=[C:16]([CH2:19][CH3:20])[NH:17][CH:18]=1)[C:9]([F:12])([F:11])[F:10])[CH3:2]. The yield is 0.980. (3) The reactants are [CH2:1]([C:5]1[CH:9]([C:10]2[CH:15]=[CH:14][CH:13]=[CH:12][CH:11]=2)[C:8]([CH3:17])([CH3:16])[NH:7][N:6]=1)[CH2:2][CH2:3][CH3:4].[CH3:18][C:19]([N:27]=[C:28]=[O:29])([C:21]1[CH:26]=[CH:25][CH:24]=[CH:23][CH:22]=1)[CH3:20]. The catalyst is C1(C)C=CC=CC=1.C(N(CC)CC)C. The product is [CH3:20][C:19]([NH:27][C:28]([N:7]1[C:8]([CH3:16])([CH3:17])[CH:9]([C:10]2[CH:15]=[CH:14][CH:13]=[CH:12][CH:11]=2)[C:5]([CH2:1][CH2:2][CH2:3][CH3:4])=[N:6]1)=[O:29])([C:21]1[CH:22]=[CH:23][CH:24]=[CH:25][CH:26]=1)[CH3:18]. The yield is 0.550. (4) The reactants are [Na].[CH3:2][O:3][CH2:4][CH2:5][CH2:6][O:7][C:8]1[CH:13]=[CH:12][N:11]=[C:10]([CH2:14][S:15]([C:17]2[NH:21][C:20]3[CH:22]=[CH:23][CH:24]=[CH:25][C:19]=3[N:18]=2)=[O:16])[C:9]=1[CH3:26].CCN(CC)CC.C([O-])(O)=O.[Na+].[C:39]1([CH3:64])[CH:44]=[CH:43][C:42]([S:45]([CH2:48][CH2:49][O:50][C:51](=[O:63])[C:52]2[CH:57]=[CH:56][C:55]([CH3:58])=[C:54]([S:59](Cl)(=[O:61])=[O:60])[CH:53]=2)(=[O:47])=[O:46])=[CH:41][CH:40]=1. The catalyst is C(Cl)Cl.O. The product is [C:39]1([CH3:64])[CH:44]=[CH:43][C:42]([S:45]([CH2:48][CH2:49][O:50][C:51](=[O:63])[C:52]2[CH:57]=[CH:56][C:55]([CH3:58])=[C:54]([S:59]([N:21]3[C:20]4[CH:22]=[CH:23][CH:24]=[CH:25][C:19]=4[N:18]=[C:17]3[S:15]([CH2:14][C:10]3[C:9]([CH3:26])=[C:8]([O:7][CH2:6][CH2:5][CH2:4][O:3][CH3:2])[CH:13]=[CH:12][N:11]=3)=[O:16])(=[O:61])=[O:60])[CH:53]=2)(=[O:47])=[O:46])=[CH:41][CH:40]=1. The yield is 0.800. (5) The yield is 0.660. The product is [CH2:19]([N:11]1[C:12]2[CH:17]=[CH:16][C:15]([CH3:18])=[CH:14][C:13]=2[C:7](=[O:8])[C:6]2[N:5]([CH3:10])[N:4]=[CH:3][C:2]1=2)[CH3:20]. The reactants are I[C:2]1[CH:3]=[N:4][N:5]([CH3:10])[C:6]=1[C:7](O)=[O:8].[NH2:11][C:12]1[CH:17]=[CH:16][C:15]([CH3:18])=[CH:14][CH:13]=1.[CH2:19](OCC)[CH3:20].[OH-].[Na+]. The catalyst is C(=O)([O-])[O-].[Na+].[Na+].[Cu]. (6) The reactants are [N+:1]([C:4]1[CH:17]=[CH:16][C:7]([C:8]([NH:10][C:11]2[S:12][CH:13]=[CH:14][N:15]=2)=[O:9])=[CH:6][C:5]=1[CH3:18])([O-])=O.CCO.C(OCC)(=O)C. The catalyst is [Pd].C(O)(=O)C. The product is [NH2:1][C:4]1[CH:17]=[CH:16][C:7]([C:8]([NH:10][C:11]2[S:12][CH:13]=[CH:14][N:15]=2)=[O:9])=[CH:6][C:5]=1[CH3:18]. The yield is 0.950. (7) The reactants are [C:1]1([N:7]2[C:11]([C:12]([Cl:15])([Cl:14])[Cl:13])=[N:10][C:9]([C:16]([OH:18])=O)=[N:8]2)[CH:6]=[CH:5][CH:4]=[CH:3][CH:2]=1.[Cl:19][C:20]1[CH:26]=[CH:25][CH:24]=[CH:23][C:21]=1[NH2:22].P(Cl)(Cl)(Cl)=O. The catalyst is N1C=CC=CC=1.C(OCC)(=O)C.CCCCCCC. The product is [Cl:19][C:20]1[CH:26]=[CH:25][CH:24]=[CH:23][C:21]=1[NH:22][C:16]([C:9]1[N:10]=[C:11]([C:12]([Cl:13])([Cl:14])[Cl:15])[N:7]([C:1]2[CH:2]=[CH:3][CH:4]=[CH:5][CH:6]=2)[N:8]=1)=[O:18]. The yield is 0.750. (8) The reactants are [CH2:1]1[C:14]2[C:13]3[CH:12]=[CH:11][CH:10]=[CH:9][C:8]=3[NH:7][C:6]=2[CH2:5][CH2:4][N:3]([C:15]([O:17][C:18]([CH3:21])([CH3:20])[CH3:19])=[O:16])[CH2:2]1.[H-].[Na+].Cl[CH2:25][C:26]([N:28]([CH3:30])[CH3:29])=[O:27].CCOC(C)=O. The catalyst is CN(C=O)C. The product is [CH3:29][N:28]([CH3:30])[C:26](=[O:27])[CH2:25][N:7]1[C:8]2[CH:9]=[CH:10][CH:11]=[CH:12][C:13]=2[C:14]2[CH2:1][CH2:2][N:3]([C:15]([O:17][C:18]([CH3:21])([CH3:20])[CH3:19])=[O:16])[CH2:4][CH2:5][C:6]1=2. The yield is 0.900. (9) The reactants are [CH3:1][O:2][C:3]1[C:8]([N+:9]([O-:11])=[O:10])=[CH:7][CH:6]=[CH:5][C:4]=1B1OC(C)(C)C(C)(C)O1.Br[C:22]1[O:26][C:25]([C:27]([OH:29])=[O:28])=[CH:24][CH:23]=1.C(=O)([O-])[O-].[Na+].[Na+]. The catalyst is O1CCOCC1.O.C1C=CC([P]([Pd]([P](C2C=CC=CC=2)(C2C=CC=CC=2)C2C=CC=CC=2)([P](C2C=CC=CC=2)(C2C=CC=CC=2)C2C=CC=CC=2)[P](C2C=CC=CC=2)(C2C=CC=CC=2)C2C=CC=CC=2)(C2C=CC=CC=2)C2C=CC=CC=2)=CC=1. The product is [CH3:1][O:2][C:3]1[C:8]([N+:9]([O-:11])=[O:10])=[CH:7][CH:6]=[CH:5][C:4]=1[C:22]1[O:26][C:25]([C:27]([OH:29])=[O:28])=[CH:24][CH:23]=1. The yield is 0.561. (10) The reactants are [C:1]([O:4][CH:5]([CH3:18])[CH:6]([NH:10][C:11]([O:13][C:14]([CH3:17])([CH3:16])[CH3:15])=[O:12])[C:7]([O-:9])=[O:8])(=[O:3])[CH3:2]. The catalyst is CCOC(C)=O.[Pd]. The product is [C:1]([O:4][C@H:5]([CH3:18])[C@H:6]([NH:10][C:11]([O:13][C:14]([CH3:17])([CH3:16])[CH3:15])=[O:12])[C:7]([OH:9])=[O:8])(=[O:3])[CH3:2]. The yield is 0.700.